This data is from Full USPTO retrosynthesis dataset with 1.9M reactions from patents (1976-2016). The task is: Predict the reactants needed to synthesize the given product. (1) The reactants are: [CH3:1][C:2]([O:5][C:6]([NH:8][C@H:9]([C:13]([OH:15])=[O:14])[CH2:10][C:11]#[CH:12])=[O:7])([CH3:4])[CH3:3].[CH:16]1(O)[CH2:20][CH2:19][CH2:18][CH2:17]1.C(Cl)CCl. Given the product [C:2]([O:5][C:6]([NH:8][C@@H:9]([CH2:10][C:11]#[CH:12])[C:13]([O:15][CH:16]1[CH2:20][CH2:19][CH2:18][CH2:17]1)=[O:14])=[O:7])([CH3:1])([CH3:3])[CH3:4], predict the reactants needed to synthesize it. (2) The reactants are: CS([C:4]1[N:9]=[CH:8][C:7]2=[CH:10][CH:11]=[C:12]([C:13]3[CH:18]=[CH:17][CH:16]=[CH:15][C:14]=3[O:19][CH3:20])[N:6]2[N:5]=1)=O.C(N(CC)C(C)C)(C)C.[NH2:30][C:31]1[CH:36]=[CH:35][C:34]([C:37]([N:39]2[CH2:44][CH2:43][N:42]([CH3:45])[CH2:41][CH2:40]2)=[O:38])=[CH:33][CH:32]=1.COCC(O)C. Given the product [CH3:20][O:19][C:14]1[CH:15]=[CH:16][CH:17]=[CH:18][C:13]=1[C:12]1[N:6]2[C:7]([CH:8]=[N:9][C:4]([NH:30][C:31]3[CH:32]=[CH:33][C:34]([C:37]([N:39]4[CH2:40][CH2:41][N:42]([CH3:45])[CH2:43][CH2:44]4)=[O:38])=[CH:35][CH:36]=3)=[N:5]2)=[CH:10][CH:11]=1, predict the reactants needed to synthesize it. (3) Given the product [NH2:10][C:3]1[C:4]2[C:9](=[CH:8][CH:7]=[CH:6][CH:5]=2)[NH:1][N:2]=1, predict the reactants needed to synthesize it. The reactants are: [NH:1]1[C:9]2[C:4](=[CH:5][CH:6]=[CH:7][CH:8]=2)[CH:3]=[N:2]1.[NH2:10]N.C1COCC1.O1CCOCC1. (4) Given the product [Br:1][C:2]1[CH:11]=[C:10]2[C:5]([CH:6]=[C:7]([C:12]([OH:14])=[O:13])[CH:8]=[N:9]2)=[CH:4][CH:3]=1, predict the reactants needed to synthesize it. The reactants are: [Br:1][C:2]1[CH:11]=[C:10]2[C:5]([CH:6]=[C:7]([C:12]([O:14]CC)=[O:13])[CH:8]=[N:9]2)=[CH:4][CH:3]=1.[Cl-].[Na+].